Dataset: NCI-60 drug combinations with 297,098 pairs across 59 cell lines. Task: Regression. Given two drug SMILES strings and cell line genomic features, predict the synergy score measuring deviation from expected non-interaction effect. Drug 1: C1=NC2=C(N1)C(=S)N=C(N2)N. Drug 2: C1=NNC2=C1C(=O)NC=N2. Cell line: SK-MEL-2. Synergy scores: CSS=18.6, Synergy_ZIP=-1.63, Synergy_Bliss=5.21, Synergy_Loewe=-17.7, Synergy_HSA=0.754.